From a dataset of Full USPTO retrosynthesis dataset with 1.9M reactions from patents (1976-2016). Predict the reactants needed to synthesize the given product. (1) Given the product [OH:8][N:9]1[C:14]2[N:15]=[CH:16][N:17]=[C:18]([CH3:19])[C:13]=2[C:12]([NH:20][CH2:21][C:22]2[CH:30]=[CH:29][CH:28]=[C:27]3[C:23]=2[CH:24]=[CH:25][NH:26]3)=[CH:11][C:10]1=[O:31], predict the reactants needed to synthesize it. The reactants are: C([O:8][N:9]1[C:14]2[N:15]=[CH:16][N:17]=[C:18]([CH3:19])[C:13]=2[C:12]([NH:20][CH2:21][C:22]2[CH:30]=[CH:29][CH:28]=[C:27]3[C:23]=2[CH:24]=[CH:25][NH:26]3)=[CH:11][C:10]1=[O:31])C1C=CC=CC=1.CO.[H][H]. (2) Given the product [OH:8][CH2:7][C:6]1[CH:5]=[C:4]([CH:12]=[C:11]([N+:13]([O-:15])=[O:14])[CH:10]=1)[C:3]([O:2][CH3:1])=[O:16], predict the reactants needed to synthesize it. The reactants are: [CH3:1][O:2][C:3](=[O:16])[C:4]1[CH:12]=[C:11]([N+:13]([O-:15])=[O:14])[CH:10]=[C:6]([C:7]([O-])=[O:8])[CH:5]=1.B.C1COCC1. (3) Given the product [CH3:1][C@@H:2]1[CH2:3][NH:4][CH2:5][CH2:6][N:7]1[CH2:8][C:9]1[N:13]([C:14]2[CH:19]=[CH:18][CH:17]=[C:16]([C:20]([F:23])([F:21])[F:22])[CH:15]=2)[N:12]=[N:11][N:10]=1, predict the reactants needed to synthesize it. The reactants are: [CH3:1][C@H:2]1[N:7]([CH2:8][C:9]2[N:13]([C:14]3[CH:19]=[CH:18][CH:17]=[C:16]([C:20]([F:23])([F:22])[F:21])[CH:15]=3)[N:12]=[N:11][N:10]=2)[CH2:6][CH2:5][N:4](C(OC(C)(C)C)=O)[CH2:3]1.Cl.O1CCOCC1.